Predict the product of the given reaction. From a dataset of Forward reaction prediction with 1.9M reactions from USPTO patents (1976-2016). (1) Given the reactants Cl.[C:2]([C:4]1([NH:7][C:8]([C@@H:10]2[CH2:14][C@@H:13]([S:15]([C:18]3[CH:23]=[CH:22][CH:21]=[CH:20][C:19]=3[C:24]([F:27])([F:26])[F:25])(=[O:17])=[O:16])[CH2:12][NH:11]2)=[O:9])[CH2:6][CH2:5]1)#[N:3].[CH:28]1([C:34](O)=[O:35])[CH2:33][CH2:32][CH2:31][CH2:30][CH2:29]1, predict the reaction product. The product is: [C:2]([C:4]1([NH:7][C:8]([C@@H:10]2[CH2:14][C@@H:13]([S:15]([C:18]3[CH:23]=[CH:22][CH:21]=[CH:20][C:19]=3[C:24]([F:27])([F:25])[F:26])(=[O:17])=[O:16])[CH2:12][N:11]2[C:34]([CH:28]2[CH2:33][CH2:32][CH2:31][CH2:30][CH2:29]2)=[O:35])=[O:9])[CH2:5][CH2:6]1)#[N:3]. (2) Given the reactants [Br:1][C:2]1[CH:7]=[C:6]([C:8]([F:11])([F:10])[F:9])[C:5]([NH:12][C:13]([C:15]2[N:16]([CH3:24])[N:17]=[C:18]([C:20]([CH3:23])([CH3:22])[CH3:21])[N:19]=2)=O)=[C:4]([N+:25]([O-])=O)[CH:3]=1.CCOC(C)=O.C(Cl)Cl, predict the reaction product. The product is: [Br:1][C:2]1[CH:7]=[C:6]([C:8]([F:11])([F:10])[F:9])[C:5]2[NH:12][C:13]([C:15]3[N:16]([CH3:24])[N:17]=[C:18]([C:20]([CH3:23])([CH3:22])[CH3:21])[N:19]=3)=[N:25][C:4]=2[CH:3]=1. (3) Given the reactants [H-].[Na+].[Cl:3][C:4]1[C:9]([F:10])=[CH:8][C:7]([C:11]2[C:16]([C:17]([NH:19][CH3:20])=[O:18])=[CH:15][N:14]=[CH:13][CH:12]=2)=[C:6](F)[CH:5]=1, predict the reaction product. The product is: [Cl:3][C:4]1[C:9]([F:10])=[CH:8][C:7]2[C:11]3[C:16](=[CH:15][N:14]=[CH:13][CH:12]=3)[C:17](=[O:18])[N:19]([CH3:20])[C:6]=2[CH:5]=1. (4) Given the reactants [ClH:1].[N:2]1([CH2:8][CH2:9][O:10][C:11]2[CH:16]=[CH:15][C:14]([C:17]3[C:34]4[C:29](=[CH:30][CH:31]=[C:32]([OH:35])[CH:33]=4)[C:19]4([C:27]5[C:22](=[CH:23][C:24]([OH:28])=[CH:25][CH:26]=5)[CH2:21][CH2:20]4)[CH:18]=3)=[CH:13][CH:12]=2)[CH2:7][CH2:6][CH2:5][CH2:4][CH2:3]1, predict the reaction product. The product is: [ClH:1].[N:2]1([CH2:8][CH2:9][O:10][C:11]2[CH:16]=[CH:15][C:14]([CH:17]3[C:34]4[C:29](=[CH:30][CH:31]=[C:32]([OH:35])[CH:33]=4)[C:19]4([C:27]5[C:22](=[CH:23][C:24]([OH:28])=[CH:25][CH:26]=5)[CH2:21][CH2:20]4)[CH2:18]3)=[CH:13][CH:12]=2)[CH2:7][CH2:6][CH2:5][CH2:4][CH2:3]1.